This data is from Forward reaction prediction with 1.9M reactions from USPTO patents (1976-2016). The task is: Predict the product of the given reaction. (1) Given the reactants [CH:1]1([C:4]([C:6]2[CH:11]=[CH:10][C:9]([CH2:12][C:13]([OH:15])=[O:14])=[CH:8][CH:7]=2)=[O:5])[CH2:3][CH2:2]1.[CH2:16](O)[CH3:17], predict the reaction product. The product is: [CH2:16]([O:14][C:13](=[O:15])[CH2:12][C:9]1[CH:10]=[CH:11][C:6]([C:4]([CH:1]2[CH2:2][CH2:3]2)=[O:5])=[CH:7][CH:8]=1)[CH3:17]. (2) Given the reactants FC(F)(F)S(O[C:7]1[C@@:11]2([CH3:28])[CH2:12][CH2:13][C@H:14]3[C@H:23]([C@@H:10]2[CH2:9][CH:8]=1)[CH2:22][CH:21]=[C:20]1[C@:15]3([CH3:27])[CH2:16][CH2:17][C:18](=[O:26])[N:19]1[CH2:24][CH3:25])(=O)=O.C([Sn](CCCC)(CCCC)[C:36]1[CH:41]=[N:40][CH:39]=[CH:38][N:37]=1)CCC, predict the reaction product. The product is: [CH2:24]([N:19]1[C:20]2[C@@:15]([CH3:27])([C@H:14]3[CH2:13][CH2:12][C@@:11]4([CH3:28])[C@@H:10]([CH2:9][CH:8]=[C:7]4[C:36]4[CH:41]=[N:40][CH:39]=[CH:38][N:37]=4)[C@@H:23]3[CH2:22][CH:21]=2)[CH2:16][CH2:17][C:18]1=[O:26])[CH3:25]. (3) Given the reactants C=C(OP(O)(O)=O)C(O)=O.[CH2:11]([OH:26])[C@H:12]1[O:17][CH:16]([O:18][P:19]([OH:22])([OH:21])=[O:20])[C@H:15]([OH:23])[C@@H:14]([OH:24])[C@@H:13]1[OH:25].P(OC[C@H]1O[C@@H](N2C3N=CN=C(N)C=3N=C2)[C@H](O)[C@@H]1O)(OP(OP(O)(O)=O)(O)=O)(=O)O.[CH:58]1[C:64](=[O:65])[NH:63][C:61](=[O:62])[N:60]([C@@H:66]2[O:70][C@H:69]([CH2:71][O:72][P:73](OP(O)(O)=O)([OH:75])=[O:74])[C@@H:68]([OH:81])[C@H:67]2[OH:82])[CH:59]=1.C1C(=O)NC(=O)N([C@@H]2O[C@H](COP(OP(OP(O)(O)=O)(O)=O)(O)=O)[C@@H](O)[C@H]2O)C=1.C([O-])(=O)C(C)=O, predict the reaction product. The product is: [CH:58]1[C:64](=[O:65])[NH:63][C:61](=[O:62])[N:60]([C@@H:66]2[O:70][C@H:69]([CH2:71][O:72][P:73]([O:20][P:19]([O:18][C@H:16]3[O:17][C@H:12]([CH2:11][OH:26])[C@@H:13]([OH:25])[C@H:14]([OH:24])[C@H:15]3[OH:23])([OH:22])=[O:21])([OH:75])=[O:74])[C@@H:68]([OH:81])[C@H:67]2[OH:82])[CH:59]=1. (4) Given the reactants [C:1]([O:4][CH2:5][C:6]1[N:7]([C:23]2[CH:28]=[CH:27][CH:26]=[C:25]([C:29]([NH2:31])=[O:30])[CH:24]=2)[C:8](=[O:22])[CH:9]=[C:10]([O:12][CH2:13][C:14]2[CH:19]=[CH:18][C:17]([F:20])=[CH:16][C:15]=2[F:21])[CH:11]=1)(=[O:3])[CH3:2].[Cl:32]N1C(=O)CCC1=O.ClC(Cl)C(O)=O, predict the reaction product. The product is: [C:1]([O:4][CH2:5][C:6]1[N:7]([C:23]2[CH:28]=[CH:27][CH:26]=[C:25]([C:29]([NH2:31])=[O:30])[CH:24]=2)[C:8](=[O:22])[C:9]([Cl:32])=[C:10]([O:12][CH2:13][C:14]2[CH:19]=[CH:18][C:17]([F:20])=[CH:16][C:15]=2[F:21])[CH:11]=1)(=[O:3])[CH3:2]. (5) Given the reactants [CH2:1]([O:3][C:4]([CH2:6][NH:7][C:8]([C:10]([NH:12][CH2:13][CH:14]([OH:16])[CH3:15])=[O:11])=[O:9])=[O:5])[CH3:2].Br([O-])(=O)=O.[Na+], predict the reaction product. The product is: [CH2:1]([O:3][C:4]([CH2:6][NH:7][C:8]([C:10]([NH:12][CH2:13][C:14](=[O:16])[CH3:15])=[O:11])=[O:9])=[O:5])[CH3:2]. (6) Given the reactants [CH2:1]([O:3][C:4](=[O:32])[C:5]1[CH:10]=[CH:9][CH:8]=[C:7](C2C(C3C=C(Cl)C=CC=3OCC3C=CC=CC=3)=CC=CN=2)[CH:6]=1)[CH3:2].[CH2:33]([O:40][C:41]1[CH:46]=[CH:45][C:44]([Cl:47])=[CH:43][C:42]=1[C:48]1[CH:53]=[CH:52][N:51]=[CH:50][C:49]=1Br)[C:34]1[CH:39]=[CH:38][CH:37]=[CH:36][CH:35]=1.C(OC(C1C=C(B(O)O)C=CC=1)=O)C.C(OOB(C1C=CC=CC=1)OCl)C1C=CC=CC=1, predict the reaction product. The product is: [CH2:1]([O:3][C:4](=[O:32])[C:5]1[CH:10]=[CH:9][CH:8]=[C:7]([C:49]2[CH:50]=[N:51][CH:52]=[CH:53][C:48]=2[C:42]2[CH:43]=[C:44]([Cl:47])[CH:45]=[CH:46][C:41]=2[O:40][CH2:33][C:34]2[CH:39]=[CH:38][CH:37]=[CH:36][CH:35]=2)[CH:6]=1)[CH3:2]. (7) The product is: [Cl:71][C:59]1[CH:58]=[CH:57][C:56]([C:55]2[C:50]([C@@H:40]([NH:39][C:90](=[O:91])[CH2:89][N:82]3[C:83]4[CH2:84][CH2:85][CH2:86][CH2:87][C:88]=4[C:80]([C:79]([F:93])([F:78])[F:94])=[N:81]3)[CH2:41][C:42]3[CH:47]=[C:46]([F:48])[CH:45]=[C:44]([F:49])[CH:43]=3)=[N:51][C:52]([C:72]#[C:73][C:74]([OH:77])([CH3:75])[CH3:76])=[CH:53][CH:54]=2)=[C:64]2[C:60]=1[C:61]([NH:66][S:67]([CH3:70])(=[O:68])=[O:69])=[N:62][N:63]2[CH3:65]. Given the reactants BrC1C([C@@H](NC(=O)CN2C3C(F)(F)CCC(F)(F)C=3C(C(F)F)=N2)CC2C=C(F)C=C(F)C=2)=NC=C(Br)C=1.[NH2:39][C@H:40]([C:50]1[C:55]([C:56]2[CH:57]=[CH:58][C:59]([Cl:71])=[C:60]3[C:64]=2[N:63]([CH3:65])[N:62]=[C:61]3[NH:66][S:67]([CH3:70])(=[O:69])=[O:68])=[CH:54][CH:53]=[C:52]([C:72]#[C:73][C:74]([OH:77])([CH3:76])[CH3:75])[N:51]=1)[CH2:41][C:42]1[CH:47]=[C:46]([F:48])[CH:45]=[C:44]([F:49])[CH:43]=1.[F:78][C:79]([F:94])([F:93])[C:80]1[C:88]2[CH2:87][CH2:86][CH2:85][CH2:84][C:83]=2[N:82]([CH2:89][C:90](O)=[O:91])[N:81]=1, predict the reaction product.